From a dataset of Full USPTO retrosynthesis dataset with 1.9M reactions from patents (1976-2016). Predict the reactants needed to synthesize the given product. Given the product [Br:47][C:48]1[CH:49]=[C:50]2[C:54]([C:53]([CH3:59])([CH3:58])[CH2:52][C:51]2([CH3:61])[CH3:60])=[CH:55][C:56]=1[NH2:75], predict the reactants needed to synthesize it. The reactants are: C1C=CC(P(C2C(C3C(P(C4C=CC=CC=4)C4C=CC=CC=4)=CC=C4C=3C=CC=C4)=C3C(C=CC=C3)=CC=2)C2C=CC=CC=2)=CC=1.[Br:47][C:48]1[CH:49]=[C:50]2[C:54](=[CH:55][C:56]=1Br)[C:53]([CH3:59])([CH3:58])[CH2:52][C:51]2([CH3:61])[CH3:60].C(=[NH:75])(C1C=CC=CC=1)C1C=CC=CC=1.CC(C)([O-])C.[Na+].